From a dataset of Peptide-MHC class I binding affinity with 185,985 pairs from IEDB/IMGT. Regression. Given a peptide amino acid sequence and an MHC pseudo amino acid sequence, predict their binding affinity value. This is MHC class I binding data. (1) The peptide sequence is YLVDYGLVS. The MHC is HLA-A02:01 with pseudo-sequence HLA-A02:01. The binding affinity (normalized) is 0.288. (2) The binding affinity (normalized) is 0. The peptide sequence is NILGGVLHT. The MHC is HLA-A02:02 with pseudo-sequence HLA-A02:02. (3) The peptide sequence is SELTVSPPD. The MHC is HLA-A02:16 with pseudo-sequence HLA-A02:16. The binding affinity (normalized) is 0.0847. (4) The peptide sequence is GLLGFAAPF. The MHC is Patr-A0401 with pseudo-sequence YSAMYEESVASTDVDTLYILFRDYTWAALAYTWY. The binding affinity (normalized) is 0.0102. (5) The binding affinity (normalized) is 0.247. The MHC is HLA-A02:03 with pseudo-sequence HLA-A02:03. The peptide sequence is ARWMISSAL.